The task is: Binary Classification. Given a miRNA mature sequence and a target amino acid sequence, predict their likelihood of interaction.. This data is from Experimentally validated miRNA-target interactions with 360,000+ pairs, plus equal number of negative samples. (1) The miRNA is rno-let-7i-5p with sequence UGAGGUAGUAGUUUGUGCUGUU. The protein sequence of the target gene is MEATTAGVGRLEEEALRRKERLKALREKTGRKDKEDGEPKTKHLREEEEEGEKHRELRLRNYVPEDEDLKKRRVPQAKPVAVEEKVKEQLEAAKPEPVIEEVDLANLAPRKPDWDLKRDVAKKLEKLKKRTQRAIAELIRERLKGQEDSLASAVDAATEQKTCDSD. Result: 0 (no interaction). (2) The protein sequence of the target gene is MPGWLTLPTLCRFLLWAFTIFHKAQGDPASHPGPHYLLPPIHEVIHSHRGATATLPCVLGTTPPSYKVRWSKVEPGELRETLILITNGLHARGYGPLGGRARMRRGHRLDASLVIAGVRLEDEGRYRCELINGIEDESVALTLSLEGVVFPYQPSRGRYQFNYYEAKQACEEQDGRLATYSQLYQAWTEGLDWCNAGWLLEGSVRYPVLTARAPCGGRGRPGIRSYGPRDRMRDRYDAFCFTSALAGQVFFVPGRLTLSEAHAACRRRGAVVAKVGHLYAAWKFSGLDQCDGGWLADGSV.... The miRNA is hsa-miR-6766-5p with sequence CGGGUGGGAGCAGAUCUUAUUGAG. Result: 0 (no interaction). (3) The miRNA is cel-miR-272 with sequence UGUAGGCAUGGGUGUUUG. The protein sequence of the target gene is MSMRRSKAEGKRSLRELSEEEEEEEETEDEDTFEEEEALEKKQKGKATSSSGVCQVESCTADMSKAKQYHKRHKVCQFHAKAPHVRISGLHQRFCQQCSRFHALSEFDEAKRSCRRRLAGHNERRRKSTTD. Result: 0 (no interaction).